Dataset: Blood-brain barrier permeability regression values from the B3DB database. Task: Regression/Classification. Given a drug SMILES string, predict its absorption, distribution, metabolism, or excretion properties. Task type varies by dataset: regression for continuous measurements (e.g., permeability, clearance, half-life) or binary classification for categorical outcomes (e.g., BBB penetration, CYP inhibition). For this dataset (b3db_regression), we predict Y. (1) The molecule is CC1=CC2=C(NC3=CC=CC=C3N=C2S1)N4CCN(CC4)C. The Y is 0.780 log(BB ratio). (2) The molecule is CC1=NC2=C(S1)C=C(C(=C2)CNC3CCCNC3C4=CC=CC=C4)OC. The Y is 0.480 log(BB ratio). (3) The drug is CNC(=O)C1=C(N=C(N=C1OCCO)C#N)NCC2CCC3(CCC3)CC2. The Y is 0.700 log(BB ratio). (4) The molecule is CN(C)CC1=CC=C(C=C1)C(=O)NC2=C(C=CC(=C2)C3=CC=CC=C3)N. The Y is 0.880 log(BB ratio). (5) The drug is CC(C)C1=NC(=NO1)C2=C3CN(C(=O)C4=C(N3C=N2)C=CC=C4Cl)C. The Y is -0.300 log(BB ratio). (6) The compound is CC1=NC=C2N1C3=C(C=C(C=C3)Cl)C(=NC2)C4=CC=CC=C4F. The Y is 0.400 log(BB ratio).